Regression. Given a peptide amino acid sequence and an MHC pseudo amino acid sequence, predict their binding affinity value. This is MHC class I binding data. From a dataset of Peptide-MHC class I binding affinity with 185,985 pairs from IEDB/IMGT. The peptide sequence is NSTTFHQTL. The MHC is Patr-B0101 with pseudo-sequence Patr-B0101. The binding affinity (normalized) is 0.387.